The task is: Predict which catalyst facilitates the given reaction.. This data is from Catalyst prediction with 721,799 reactions and 888 catalyst types from USPTO. (1) Reactant: [CH3:1][O:2][C:3]1[CH:8]=[CH:7][C:6]([CH:9]=[C:10]([C:14]2[CH:19]=[CH:18][CH:17]=[CH:16][CH:15]=2)[C:11]([OH:13])=[O:12])=[CH:5][CH:4]=1. Product: [CH3:1][O:2][C:3]1[CH:4]=[CH:5][C:6]([CH2:9][CH:10]([C:14]2[CH:19]=[CH:18][CH:17]=[CH:16][CH:15]=2)[C:11]([OH:13])=[O:12])=[CH:7][CH:8]=1. The catalyst class is: 331. (2) Reactant: [CH3:1][C:2]1([C:17]([O:19][CH3:20])=[O:18])[CH2:7][CH2:6][N:5]([C:8]2[CH:13]=[CH:12][C:11]([N+:14]([O-])=O)=[CH:10][N:9]=2)[CH2:4][CH2:3]1.CCO. Product: [NH2:14][C:11]1[CH:12]=[CH:13][C:8]([N:5]2[CH2:6][CH2:7][C:2]([CH3:1])([C:17]([O:19][CH3:20])=[O:18])[CH2:3][CH2:4]2)=[N:9][CH:10]=1. The catalyst class is: 354. (3) Reactant: C1(C)C=CC(S(O)(=O)=O)=CC=1.[C:12]1([CH2:18][C:19]([OH:21])=[O:20])[CH:17]=[CH:16][CH:15]=[CH:14][CH:13]=1.[O:22]1[CH:27]=[CH:26][CH2:25][CH2:24][CH2:23]1.C(N(CC)CC)C. Product: [C:12]1([CH2:18][C:19]([O:21][CH:23]2[CH2:24][CH2:25][CH2:26][CH2:27][O:22]2)=[O:20])[CH:17]=[CH:16][CH:15]=[CH:14][CH:13]=1. The catalyst class is: 4. (4) Reactant: [F:1][C:2]1[C:3]([CH3:25])=[C:4]([C:8]2([C:21]([O:23]C)=[O:22])[CH2:13][CH2:12][CH:11]([O:14][C:15]3[CH:20]=[CH:19][CH:18]=[CH:17][CH:16]=3)[CH2:10][CH2:9]2)[CH:5]=[CH:6][CH:7]=1.[OH-].[Na+]. Product: [F:1][C:2]1[C:3]([CH3:25])=[C:4]([C:8]2([C:21]([OH:23])=[O:22])[CH2:9][CH2:10][CH:11]([O:14][C:15]3[CH:16]=[CH:17][CH:18]=[CH:19][CH:20]=3)[CH2:12][CH2:13]2)[CH:5]=[CH:6][CH:7]=1. The catalyst class is: 5. (5) Reactant: [CH2:1]([O:3][C:4]([C:6]1[CH:10]=[CH:9][NH:8][C:7]=1[CH3:11])=[O:5])[CH3:2].F[C:13]1[CH:18]=[CH:17][C:16]([N+:19]([O-:21])=[O:20])=[CH:15][CH:14]=1.CN(C=O)C.C(=O)([O-])[O-].[K+].[K+]. Product: [CH2:1]([O:3][C:4]([C:6]1[CH:10]=[CH:9][N:8]([C:13]2[CH:18]=[CH:17][C:16]([N+:19]([O-:21])=[O:20])=[CH:15][CH:14]=2)[C:7]=1[CH3:11])=[O:5])[CH3:2]. The catalyst class is: 6. (6) Product: [Br:6][C:7]1[N:8]=[C:9]2[CH2:14][CH:13]([NH:19][C:32](=[O:31])[O:5][C:1]([CH3:4])([CH3:3])[CH3:2])[CH2:12][CH2:11][N:10]2[CH:18]=1. The catalyst class is: 66. Reactant: [C:1]([OH:5])([CH3:4])([CH3:3])[CH3:2].[Br:6][C:7]1[N:8]=[C:9]2[CH2:14][CH:13](C(O)=O)[CH2:12][CH2:11][N:10]2[CH:18]=1.[N-:19]=[N+]=[N-].P([O-])([O:31][C:32]1C=CC=CC=1)(OC1C=CC=CC=1)=O. (7) Reactant: [CH:1]1([C:4]2[C:5]([O:23][CH2:24][C:25]([F:28])([F:27])[F:26])=[CH:6][C:7]([C:10]([NH:12][C:13]([C:17]3[N:21]=[C:20]([CH3:22])[O:19][N:18]=3)([CH3:16])[CH2:14][OH:15])=[O:11])=[N:8][CH:9]=2)[CH2:3][CH2:2]1.C([O-])([O-])=O.[K+].[K+].[CH3:35][C:36]1[CH:41]=[CH:40][C:39]([S:42](Cl)(=[O:44])=[O:43])=[CH:38][CH:37]=1. Product: [CH3:35][C:36]1[CH:41]=[CH:40][C:39]([S:42]([O:15][CH2:14][C:13]([NH:12][C:10](=[O:11])[C:7]2[CH:6]=[C:5]([O:23][CH2:24][C:25]([F:27])([F:26])[F:28])[C:4]([CH:1]3[CH2:3][CH2:2]3)=[CH:9][N:8]=2)([C:17]2[N:21]=[C:20]([CH3:22])[O:19][N:18]=2)[CH3:16])(=[O:44])=[O:43])=[CH:38][CH:37]=1. The catalyst class is: 808. (8) The catalyst class is: 16. Product: [Cl:1][C:2]1[C:3]([C:9]2[CH:14]=[CH:13][CH:12]=[C:11]([NH:15][CH2:16][C:17]3([C:23]#[N:24])[CH2:22][CH2:21][O:20][CH2:19][CH2:18]3)[N:10]=2)=[CH:4][C:5]([NH:25][C@@H:26]2[CH2:31][CH2:30][C@@H:29]([N:32]([CH2:40][CH2:41][O:42][CH3:43])[C:33](=[O:39])[O:34][C:35]([CH3:38])([CH3:37])[CH3:36])[C@H:28]([OH:44])[CH2:27]2)=[N:6][CH:7]=1. Reactant: [Cl:1][C:2]1[C:3]([C:9]2[CH:14]=[CH:13][CH:12]=[C:11]([NH:15][CH2:16][C:17]3([C:23]#[N:24])[CH2:22][CH2:21][O:20][CH2:19][CH2:18]3)[N:10]=2)=[CH:4][C:5](F)=[N:6][CH:7]=1.[NH2:25][C@H:26]1[CH2:31][CH2:30][C@H:29]([N:32]([CH2:40][CH2:41][O:42][CH3:43])[C:33](=[O:39])[O:34][C:35]([CH3:38])([CH3:37])[CH3:36])[CH:28]([OH:44])[CH2:27]1.CC(=O)OCC.O. (9) Reactant: [CH3:1][C:2]([CH3:10])=[CH:3][C@@H:4]1[CH2:8][NH:7][C:6](=[O:9])[CH2:5]1. The catalyst class is: 105. Product: [CH2:3]([C@@H:4]1[CH2:8][NH:7][C:6](=[O:9])[CH2:5]1)[CH:2]([CH3:10])[CH3:1].